From a dataset of Full USPTO retrosynthesis dataset with 1.9M reactions from patents (1976-2016). Predict the reactants needed to synthesize the given product. (1) The reactants are: [S:1]1[C:5]2[CH:6]=[CH:7][C:8]([N:10]3[CH2:15][CH2:14][CH:13]([C:16]([OH:18])=O)[CH2:12][CH2:11]3)=[CH:9][C:4]=2[N:3]=[CH:2]1.BrC1C=CC2SC=NC=2C=1.[NH2:29][C:30]1[CH:38]=[CH:37][CH:36]=[C:35]2[C:31]=1[CH2:32][CH2:33][NH:34]2. Given the product [NH:34]1[C:35]2[C:31](=[C:30]([NH:29][C:16]([CH:13]3[CH2:12][CH2:11][N:10]([C:8]4[CH:7]=[CH:6][C:5]5[S:1][CH:2]=[N:3][C:4]=5[CH:9]=4)[CH2:15][CH2:14]3)=[O:18])[CH:38]=[CH:37][CH:36]=2)[CH2:32][CH2:33]1, predict the reactants needed to synthesize it. (2) Given the product [C:1]([O:5][C:6]([N:8]1[C@H:12]([CH2:13][F:14])[C@@H:11]([C:15]2[CH:16]=[CH:17][C:18]([C:39]3[CH:44]=[N:43][C:42]([C:45]#[N:46])=[CH:41][CH:40]=3)=[CH:19][CH:20]=2)[O:10][C:9]1([CH3:30])[CH3:31])=[O:7])([CH3:3])([CH3:4])[CH3:2], predict the reactants needed to synthesize it. The reactants are: [C:1]([O:5][C:6]([N:8]1[C@H:12]([CH2:13][F:14])[C@@H:11]([C:15]2[CH:20]=[CH:19][C:18](B3OC(C)(C)C(C)(C)O3)=[CH:17][CH:16]=2)[O:10][C:9]1([CH3:31])[CH3:30])=[O:7])([CH3:4])([CH3:3])[CH3:2].C([O-])([O-])=O.[Cs+].[Cs+].Br[C:39]1[CH:40]=[CH:41][C:42]([C:45]#[N:46])=[N:43][CH:44]=1.